From a dataset of Reaction yield outcomes from USPTO patents with 853,638 reactions. Predict the reaction yield, written as a fraction of the theoretical maximum amount of product (1.0 means a 100% yield; for example, 0.34 means a 34% yield). (1) The reactants are [Cl:1][C:2]1[CH:3]=[N+:4]([O-:34])[CH:5]=[C:6]([Cl:33])[C:7]=1[CH2:8][C@@H:9]([C:18]1[CH:23]=[CH:22][C:21]([O:24][CH:25]([F:27])[F:26])=[C:20]([O:28][CH2:29][CH:30]2[CH2:32][CH2:31]2)[CH:19]=1)[O:10][C:11]([CH:13]1[NH:17][CH2:16][CH2:15][S:14]1)=[O:12].[CH:35]([C:37]1[S:41][C:40]([C:42](O)=[O:43])=[CH:39][CH:38]=1)=[O:36].C(Cl)CCl. The catalyst is CN(C1C=CN=CC=1)C.CN(C=O)C.O. The product is [Cl:1][C:2]1[CH:3]=[N+:4]([O-:34])[CH:5]=[C:6]([Cl:33])[C:7]=1[CH2:8][C@@H:9]([C:18]1[CH:23]=[CH:22][C:21]([O:24][CH:25]([F:27])[F:26])=[C:20]([O:28][CH2:29][CH:30]2[CH2:32][CH2:31]2)[CH:19]=1)[O:10][C:11]([CH:13]1[N:17]([C:42]([C:40]2[S:41][C:37]([CH:35]=[O:36])=[CH:38][CH:39]=2)=[O:43])[CH2:16][CH2:15][S:14]1)=[O:12]. The yield is 0.600. (2) The reactants are [CH2:1]([C@H:8]1[CH2:12][O:11][C:10](=[O:13])[N:9]1[C:14](=[O:27])[CH2:15][CH2:16][CH2:17][C@@H:18]([C:20]1[CH:25]=[CH:24][C:23]([F:26])=[CH:22][CH:21]=1)[OH:19])[C:2]1[CH:7]=[CH:6][CH:5]=[CH:4][CH:3]=1.N1C=CN=C1.[Si:33](Cl)([C:36]([CH3:39])([CH3:38])[CH3:37])([CH3:35])[CH3:34].Cl. The catalyst is CN(C)C=O. The product is [CH2:1]([C@H:8]1[CH2:12][O:11][C:10](=[O:13])[N:9]1[C:14](=[O:27])[CH2:15][CH2:16][CH2:17][C@H:18]([O:19][Si:33]([C:36]([CH3:39])([CH3:38])[CH3:37])([CH3:35])[CH3:34])[C:20]1[CH:25]=[CH:24][C:23]([F:26])=[CH:22][CH:21]=1)[C:2]1[CH:3]=[CH:4][CH:5]=[CH:6][CH:7]=1. The yield is 0.880.